Dataset: Full USPTO retrosynthesis dataset with 1.9M reactions from patents (1976-2016). Task: Predict the reactants needed to synthesize the given product. (1) Given the product [Br:27][C:19]1[S:18][C:17]([NH:20][C:21](=[O:23])[CH3:22])=[N:16][C:15]=1[C:11]1[C:10]([CH3:24])=[CH:9][C:8]([O:7][C:6]2[CH:5]=[CH:4][C:3]([O:2][CH3:1])=[CH:26][CH:25]=2)=[CH:13][C:12]=1[CH3:14], predict the reactants needed to synthesize it. The reactants are: [CH3:1][O:2][C:3]1[CH:26]=[CH:25][C:6]([O:7][C:8]2[CH:13]=[C:12]([CH3:14])[C:11]([C:15]3[N:16]=[C:17]([NH:20][C:21](=[O:23])[CH3:22])[S:18][CH:19]=3)=[C:10]([CH3:24])[CH:9]=2)=[CH:5][CH:4]=1.[Br:27]Br.O. (2) Given the product [CH2:34]([S:35]([N:29]1[CH2:28][CH:27]=[C:26]([C:24]2[CH:23]=[CH:22][C:20]3[N:21]=[C:17]([O:16][CH:13]4[CH2:14][CH2:15][N:10]([C:7]5[N:8]=[CH:9][C:4]([CH2:1][CH2:2][CH3:3])=[CH:5][N:6]=5)[CH2:11][CH2:12]4)[S:18][C:19]=3[CH:25]=2)[CH2:31][CH2:30]1)(=[O:37])=[O:36])[CH:33]([CH3:39])[CH3:32], predict the reactants needed to synthesize it. The reactants are: [CH2:1]([C:4]1[CH:5]=[N:6][C:7]([N:10]2[CH2:15][CH2:14][CH:13]([O:16][C:17]3[S:18][C:19]4[CH:25]=[C:24]([C:26]5[CH2:27][CH2:28][NH:29][CH2:30][CH:31]=5)[CH:23]=[CH:22][C:20]=4[N:21]=3)[CH2:12][CH2:11]2)=[N:8][CH:9]=1)[CH2:2][CH3:3].[CH3:32][CH:33]([CH3:39])[CH2:34][S:35](Cl)(=[O:37])=[O:36]. (3) Given the product [CH3:23][O:24][C:25]1[CH:34]=[C:33]2[C:28]([N:29]=[CH:30][C:31]([S:35][CH2:36][CH:37]=[O:38])=[N:32]2)=[CH:27][CH:26]=1, predict the reactants needed to synthesize it. The reactants are: CC(OI1(OC(C)=O)(OC(C)=O)OC(=O)C2C=CC=CC1=2)=O.[CH3:23][O:24][C:25]1[CH:34]=[C:33]2[C:28]([N:29]=[CH:30][C:31]([S:35][CH2:36][CH2:37][OH:38])=[N:32]2)=[CH:27][CH:26]=1.S([O-])([O-])(=O)=S.[Na+].[Na+].C(=O)([O-])O.[Na+]. (4) Given the product [OH:2][C:3]1[CH:10]=[CH:9][C:6]([CH:7]=[O:8])=[CH:5][CH:4]=1, predict the reactants needed to synthesize it. The reactants are: C[O:2][C:3]1[CH:10]=[CH:9][C:6]([CH:7]=[O:8])=[CH:5][CH:4]=1.CNC.